From a dataset of Full USPTO retrosynthesis dataset with 1.9M reactions from patents (1976-2016). Predict the reactants needed to synthesize the given product. Given the product [CH3:12][N:13]1[C:14]2[CH:19]=[CH:18][CH:17]=[CH:16][C:15]=2[N:20]=[C:1]1[C:3]1[CH:4]=[C:5]([CH:9]=[CH:10][CH:11]=1)[C:6]([OH:8])=[O:7], predict the reactants needed to synthesize it. The reactants are: [CH:1]([C:3]1[CH:4]=[C:5]([CH:9]=[CH:10][CH:11]=1)[C:6]([OH:8])=[O:7])=O.[CH3:12][NH:13][C:14]1[C:15]([NH2:20])=[CH:16][CH:17]=[CH:18][CH:19]=1.